From a dataset of NCI-60 drug combinations with 297,098 pairs across 59 cell lines. Regression. Given two drug SMILES strings and cell line genomic features, predict the synergy score measuring deviation from expected non-interaction effect. (1) Drug 2: CC1=C2C(C(=O)C3(C(CC4C(C3C(C(C2(C)C)(CC1OC(=O)C(C(C5=CC=CC=C5)NC(=O)OC(C)(C)C)O)O)OC(=O)C6=CC=CC=C6)(CO4)OC(=O)C)O)C)O. Cell line: MOLT-4. Synergy scores: CSS=75.1, Synergy_ZIP=-3.19, Synergy_Bliss=-6.27, Synergy_Loewe=-7.71, Synergy_HSA=-6.19. Drug 1: CC12CCC3C(C1CCC2=O)CC(=C)C4=CC(=O)C=CC34C. (2) Drug 1: CC1=C(C(=CC=C1)Cl)NC(=O)C2=CN=C(S2)NC3=CC(=NC(=N3)C)N4CCN(CC4)CCO. Cell line: ACHN. Synergy scores: CSS=66.1, Synergy_ZIP=-3.87, Synergy_Bliss=-3.97, Synergy_Loewe=1.47, Synergy_HSA=3.76. Drug 2: CC1=C(N=C(N=C1N)C(CC(=O)N)NCC(C(=O)N)N)C(=O)NC(C(C2=CN=CN2)OC3C(C(C(C(O3)CO)O)O)OC4C(C(C(C(O4)CO)O)OC(=O)N)O)C(=O)NC(C)C(C(C)C(=O)NC(C(C)O)C(=O)NCCC5=NC(=CS5)C6=NC(=CS6)C(=O)NCCC[S+](C)C)O. (3) Cell line: IGROV1. Drug 1: CC1=C(C=C(C=C1)C(=O)NC2=CC(=CC(=C2)C(F)(F)F)N3C=C(N=C3)C)NC4=NC=CC(=N4)C5=CN=CC=C5. Synergy scores: CSS=-1.46, Synergy_ZIP=0.925, Synergy_Bliss=-0.854, Synergy_Loewe=-2.10, Synergy_HSA=-3.06. Drug 2: C1C(C(OC1N2C=NC3=C2NC=NCC3O)CO)O. (4) Drug 1: C1=CN(C(=O)N=C1N)C2C(C(C(O2)CO)O)O.Cl. Drug 2: C1=NC(=NC(=O)N1C2C(C(C(O2)CO)O)O)N. Cell line: IGROV1. Synergy scores: CSS=11.1, Synergy_ZIP=-4.10, Synergy_Bliss=-0.607, Synergy_Loewe=0.155, Synergy_HSA=1.10.